Dataset: Retrosynthesis with 50K atom-mapped reactions and 10 reaction types from USPTO. Task: Predict the reactants needed to synthesize the given product. (1) Given the product Nc1ncnc2c1c(I)nn2C1CCNCC1, predict the reactants needed to synthesize it. The reactants are: CC(C)(C)OC(=O)N1CCC(n2nc(I)c3c(N)ncnc32)CC1. (2) The reactants are: NCc1cccc2c1C(=O)N(C1CCC(=O)NC1=O)C2=O.O=C(O)Cc1ccsc1. Given the product O=C(Cc1ccsc1)NCc1cccc2c1C(=O)N(C1CCC(=O)NC1=O)C2=O, predict the reactants needed to synthesize it. (3) Given the product CCOc1cc(NC(=O)Oc2ccccc2)n(-c2ccccc2)n1, predict the reactants needed to synthesize it. The reactants are: CCOc1cc(N)n(-c2ccccc2)n1.O=C(Cl)Oc1ccccc1.